Dataset: Peptide-MHC class II binding affinity with 134,281 pairs from IEDB. Task: Regression. Given a peptide amino acid sequence and an MHC pseudo amino acid sequence, predict their binding affinity value. This is MHC class II binding data. (1) The peptide sequence is YTVALFLAVALVAGP. The MHC is DRB1_0405 with pseudo-sequence DRB1_0405. The binding affinity (normalized) is 0. (2) The binding affinity (normalized) is 0.166. The peptide sequence is YHFDLSGHAFGAMAKKGDEQ. The MHC is DRB1_0405 with pseudo-sequence DRB1_0405.